Dataset: Reaction yield outcomes from USPTO patents with 853,638 reactions. Task: Predict the reaction yield, written as a fraction of the theoretical maximum amount of product (1.0 means a 100% yield; for example, 0.34 means a 34% yield). (1) The reactants are [Cl:1][C:2]1[CH:3]=[C:4]([C@@H:12]([CH2:22][CH:23]2[CH2:27][CH2:26][CH2:25][CH2:24]2)[C:13]([NH:15][C:16]2[CH:20]=[CH:19][N:18]([CH3:21])[N:17]=2)=[O:14])[CH:5]=[CH:6][C:7]=1[S:8]([CH3:11])(=[O:10])=[O:9].C(Cl)(=O)C(Cl)=O.N1C(C)=CC=CC=1C.[C:42]([O:46][C:47](=[O:62])[NH:48][C:49]1[CH:54]=[CH:53][CH:52]=[C:51](CN2C=CC(N)=N2)[CH:50]=1)([CH3:45])([CH3:44])[CH3:43]. The catalyst is C(Cl)Cl. The product is [C:42]([O:46][C:47](=[O:62])[NH:48][C:49]1[CH:50]=[CH:51][CH:52]=[C:53]([CH2:21][N:18]2[CH:19]=[CH:20][C:16]([NH:15][C:13](=[O:14])[C@@H:12]([C:4]3[CH:5]=[CH:6][C:7]([S:8]([CH3:11])(=[O:10])=[O:9])=[C:2]([Cl:1])[CH:3]=3)[CH2:22][CH:23]3[CH2:24][CH2:25][CH2:26][CH2:27]3)=[N:17]2)[CH:54]=1)([CH3:45])([CH3:43])[CH3:44]. The yield is 0.590. (2) The reactants are [OH-].[K+].[CH3:3][O:4][C:5]1[CH:6]=[C:7]([C:11]2[S:18][C:17]3[CH:16]=[N:15][NH:14][C:13]=3[CH:12]=2)[CH:8]=[CH:9][CH:10]=1.[I:19]I. The catalyst is CN(C)C=O. The product is [I:19][C:16]1[C:17]2[S:18][C:11]([C:7]3[CH:8]=[CH:9][CH:10]=[C:5]([O:4][CH3:3])[CH:6]=3)=[CH:12][C:13]=2[NH:14][N:15]=1. The yield is 0.910. (3) The reactants are [CH3:1][C:2]1[CH:7]=[CH:6][C:5]([C:8]([C:17]2[CH:22]=[CH:21][C:20]([CH3:23])=[CH:19][CH:18]=2)([C:10]2[CH:15]=[CH:14][C:13]([CH3:16])=[CH:12][CH:11]=2)O)=[CH:4][CH:3]=1.S(Cl)(Cl)=O.[NH:28]1[CH2:33][CH2:32][CH2:31][CH2:30][CH2:29]1. The catalyst is C(Cl)(Cl)Cl.C(#N)C. The product is [CH3:1][C:2]1[CH:7]=[CH:6][C:5]([C:8]([C:17]2[CH:22]=[CH:21][C:20]([CH3:23])=[CH:19][CH:18]=2)([C:10]2[CH:15]=[CH:14][C:13]([CH3:16])=[CH:12][CH:11]=2)[N:28]2[CH2:33][CH2:32][CH2:31][CH2:30][CH2:29]2)=[CH:4][CH:3]=1. The yield is 0.920. (4) The reactants are [NH2:1][C:2]1[C:7]([N+:8]([O-])=O)=[C:6]([C:11]2[CH:12]=[C:13]([NH:18][CH2:19][CH2:20][N:21]([CH3:23])[CH3:22])[CH:14]=[C:15]([F:17])[CH:16]=2)[CH:5]=[CH:4][N:3]=1. The catalyst is CO.[Pd]. The product is [CH3:22][N:21]([CH3:23])[CH2:20][CH2:19][NH:18][C:13]1[CH:12]=[C:11]([C:6]2[CH:5]=[CH:4][N:3]=[C:2]([NH2:1])[C:7]=2[NH2:8])[CH:16]=[C:15]([F:17])[CH:14]=1. The yield is 0.249. (5) The reactants are C(=O)([O-])[O-].[K+].[K+].[N:7]1[CH:8]=[N:9][N:10]2[C:15]=1[C:14]1[CH:16]=[CH:17][S:18][C:13]=1[NH:12][C:11]2=[O:19].Br[CH2:21][C:22]1[CH:27]=[CH:26][CH:25]=[CH:24][C:23]=1[Cl:28]. The catalyst is CN(C=O)C. The product is [Cl:28][C:23]1[CH:24]=[CH:25][CH:26]=[CH:27][C:22]=1[CH2:21][N:12]1[C:13]2[S:18][CH:17]=[CH:16][C:14]=2[C:15]2=[N:7][CH:8]=[N:9][N:10]2[C:11]1=[O:19]. The yield is 0.220.